This data is from Full USPTO retrosynthesis dataset with 1.9M reactions from patents (1976-2016). The task is: Predict the reactants needed to synthesize the given product. The reactants are: [N:1]1([C:7]2[N:12]=[CH:11][N:10]=[C:9]([NH:13][C:14]3[CH:15]=[C:16]([CH2:20][S:21]([NH2:24])(=[O:23])=[O:22])[CH:17]=[CH:18][CH:19]=3)[N:8]=2)[CH2:6][CH2:5]CC[CH2:2]1.[N:25]1[CH:26]=CN2CC[NH:31][CH2:30][C:29]=12. Given the product [N:31]1[CH:30]=[CH:29][N:25]2[CH2:26][CH2:2][N:1]([C:7]3[N:12]=[CH:11][N:10]=[C:9]([NH:13][C:14]4[CH:15]=[C:16]([CH2:20][S:21]([NH2:24])(=[O:23])=[O:22])[CH:17]=[CH:18][CH:19]=4)[N:8]=3)[CH2:6][C:5]=12, predict the reactants needed to synthesize it.